From a dataset of Cav3 T-type calcium channel HTS with 100,875 compounds. Binary Classification. Given a drug SMILES string, predict its activity (active/inactive) in a high-throughput screening assay against a specified biological target. The molecule is S(Cc1c(n(nc1)c1ccccc1)n1cccc1)CC(=O)NCc1ccc(OC)cc1. The result is 1 (active).